This data is from Full USPTO retrosynthesis dataset with 1.9M reactions from patents (1976-2016). The task is: Predict the reactants needed to synthesize the given product. (1) The reactants are: [C:1]([O:5][C:6]([N:8]1[CH2:13][CH2:12][CH:11]([CH2:14][CH2:15][CH2:16][OH:17])[CH2:10][CH2:9]1)=[O:7])([CH3:4])([CH3:3])[CH3:2].CCN(CC)CC.[CH3:25][S:26](Cl)(=[O:28])=[O:27]. Given the product [C:1]([O:5][C:6]([N:8]1[CH2:13][CH2:12][CH:11]([CH2:14][CH2:15][CH2:16][O:17][S:26]([CH3:25])(=[O:28])=[O:27])[CH2:10][CH2:9]1)=[O:7])([CH3:4])([CH3:3])[CH3:2], predict the reactants needed to synthesize it. (2) Given the product [CH3:6][C:7]1[CH:12]=[CH:11][N:10]=[C:9]([O:13][CH2:14][C:15]2[CH:20]=[CH:19][C:18]([CH2:21][C:22]3[CH:27]=[C:26]([C:28]4[C:29]([NH2:34])=[N:30][CH:31]=[CH:32][CH:33]=4)[O:24][N:23]=3)=[CH:17][CH:16]=2)[CH:8]=1, predict the reactants needed to synthesize it. The reactants are: O1CCCC1.[CH3:6][C:7]1[CH:12]=[CH:11][N:10]=[C:9]([O:13][CH2:14][C:15]2[CH:20]=[CH:19][C:18]([CH2:21][C:22](Cl)=[N:23][OH:24])=[CH:17][CH:16]=2)[CH:8]=1.[C:26]([C:28]1[C:29]([NH2:34])=[N:30][CH:31]=[CH:32][CH:33]=1)#[CH:27].C(N(CC)CC)C. (3) Given the product [N:17]1([S:21]([NH:24][C:25](=[O:35])[C:26]2[CH:31]=[C:30]([Cl:32])[C:29]([O:57][CH2:56][CH:53]3[CH2:54][CH2:55][C:50]4([CH2:48][CH2:49]4)[CH2:51][CH2:52]3)=[CH:28][C:27]=2[F:34])(=[O:23])=[O:22])[CH2:20][CH2:19][CH2:18]1, predict the reactants needed to synthesize it. The reactants are: ClC1C(F)=CC(F)=C(C=1)C(NS(C)(=O)=O)=O.[N:17]1([S:21]([NH:24][C:25](=[O:35])[C:26]2[CH:31]=[C:30]([Cl:32])[C:29](F)=[CH:28][C:27]=2[F:34])(=[O:23])=[O:22])[CH2:20][CH2:19][CH2:18]1.C12(CO)CC3CC(CC(C3)C1)C2.[CH2:48]1[C:50]2([CH2:55][CH2:54][CH:53]([CH2:56][OH:57])[CH2:52][CH2:51]2)[CH2:49]1. (4) Given the product [NH2:1][C:2]1[C:3]([C:22]([NH2:23])=[O:25])=[N:4][C:5]([C:14]2[CH:19]=[CH:18][C:17](=[O:20])[NH:16][CH:15]=2)=[C:6]([C:8]2[CH:13]=[CH:12][CH:11]=[CH:10][CH:9]=2)[N:7]=1, predict the reactants needed to synthesize it. The reactants are: [NH2:1][C:2]1[C:3]([C:22]#[N:23])=[N:4][C:5]([C:14]2[CH:15]=[N:16][C:17]([O:20]C)=[CH:18][CH:19]=2)=[C:6]([C:8]2[CH:13]=[CH:12][CH:11]=[CH:10][CH:9]=2)[N:7]=1.Cl.[OH2:25].[OH-].[Na+]. (5) Given the product [F:1][C:2]1[C:18]([N:19]2[C:24](=[O:25])[CH:23]=[C:22]([C:26]([F:27])([F:28])[F:29])[N:21]([CH3:31])[C:20]2=[O:30])=[CH:17][C:5]2[N:6]([C:9]3[CH:14]=[CH:13][CH:12]=[CH:11][C:10]=3[O:15][CH3:16])[N:7]=[N:8][C:4]=2[CH:3]=1, predict the reactants needed to synthesize it. The reactants are: [F:1][C:2]1[C:18]([N:19]2[C:24](=[O:25])[CH:23]=[C:22]([C:26]([F:29])([F:28])[F:27])[NH:21][C:20]2=[O:30])=[CH:17][C:5]2[N:6]([C:9]3[CH:14]=[CH:13][CH:12]=[CH:11][C:10]=3[O:15][CH3:16])[N:7]=[N:8][C:4]=2[CH:3]=1.[C:31](=O)([O-])[O-].[K+].[K+].COS(OC)(=O)=O.O. (6) Given the product [CH2:1]([N:8]1[CH2:9][CH2:10][C:11]2[NH:14][C:18](=[O:22])[CH:17]=[CH:16][C:12]=2[CH2:13]1)[C:2]1[CH:3]=[CH:4][CH:5]=[CH:6][CH:7]=1, predict the reactants needed to synthesize it. The reactants are: [CH2:1]([N:8]1[CH2:13][CH:12]=[C:11]([N:14]2[CH2:18][CH2:17][CH2:16]C2)[CH2:10][CH2:9]1)[C:2]1[CH:7]=[CH:6][CH:5]=[CH:4][CH:3]=1.C(N)(=[O:22])C#C. (7) Given the product [CH3:10][C:11]([Si:14]([CH3:38])([CH3:37])[O:15][CH2:16][C@@H:17]([O:19][C:20]1[CH:21]=[C:22]([CH:26]=[C:27]([O:29][CH2:30][C:31]2[CH:32]=[CH:33][CH:34]=[CH:35][CH:36]=2)[CH:28]=1)[C:23]([NH:39][C:40]1[CH:44]=[CH:43][N:42]([CH3:45])[N:41]=1)=[O:25])[CH3:18])([CH3:12])[CH3:13], predict the reactants needed to synthesize it. The reactants are: CCN(C(C)C)C(C)C.[CH3:10][C:11]([Si:14]([CH3:38])([CH3:37])[O:15][CH2:16][C@@H:17]([O:19][C:20]1[CH:21]=[C:22]([CH:26]=[C:27]([O:29][CH2:30][C:31]2[CH:36]=[CH:35][CH:34]=[CH:33][CH:32]=2)[CH:28]=1)[C:23]([OH:25])=O)[CH3:18])([CH3:13])[CH3:12].[NH2:39][C:40]1[CH:44]=[CH:43][N:42]([CH3:45])[N:41]=1.CN(C(ON1N=NC2C=CC=NC1=2)=[N+](C)C)C.F[P-](F)(F)(F)(F)F.